This data is from Reaction yield outcomes from USPTO patents with 853,638 reactions. The task is: Predict the reaction yield, written as a fraction of the theoretical maximum amount of product (1.0 means a 100% yield; for example, 0.34 means a 34% yield). (1) The reactants are [CH2:1]([S:3]([C:6]1[CH:11]=[CH:10][C:9]([CH2:12][C:13]([OH:15])=O)=[CH:8][CH:7]=1)(=[O:5])=[O:4])[CH3:2].CC[N:18](CC)CC.CN(C(ON1N=NC2C=CC=NC1=2)=[N+](C)C)C.F[P-](F)(F)(F)(F)F.[NH4+].[Cl-]. The catalyst is C(Cl)Cl. The product is [CH2:1]([S:3]([C:6]1[CH:11]=[CH:10][C:9]([CH2:12][C:13]([NH2:18])=[O:15])=[CH:8][CH:7]=1)(=[O:5])=[O:4])[CH3:2]. The yield is 0.500. (2) The reactants are [Cl:1][C:2]1[CH:7]=[CH:6][C:5]([CH:8]([C:27]2[CH:32]=[CH:31][C:30]([Cl:33])=[CH:29][CH:28]=2)[N:9]2[CH2:14][CH2:13][N:12]([C:15]([O:17][CH:18]([C:23]([O:25]C)=[O:24])[C:19]([F:22])([F:21])[F:20])=[O:16])[CH2:11][CH2:10]2)=[CH:4][CH:3]=1.O1CCOCC1.[OH-].[Na+]. The yield is 0.520. The product is [Cl:1][C:2]1[CH:7]=[CH:6][C:5]([CH:8]([C:27]2[CH:28]=[CH:29][C:30]([Cl:33])=[CH:31][CH:32]=2)[N:9]2[CH2:10][CH2:11][N:12]([C:15]([O:17][CH:18]([C:19]([F:22])([F:21])[F:20])[C:23]([OH:25])=[O:24])=[O:16])[CH2:13][CH2:14]2)=[CH:4][CH:3]=1. The catalyst is O. (3) The reactants are C(OC(=O)[NH:7][C:8]1[CH:13]=[CH:12][N:11]([CH2:14][CH2:15][CH:16]([F:38])[CH2:17][N:18]2[CH:22]=[C:21]([C:23](=[O:37])[NH:24][CH2:25][C:26]3[CH:31]=[CH:30][CH:29]=[C:28]([O:32][C:33]([F:36])([F:35])[F:34])[CH:27]=3)[N:20]=[N:19]2)[C:10](=[O:39])[C:9]=1[F:40])(C)(C)C.FC(F)(F)C(O)=O. The catalyst is C(Cl)Cl. The product is [NH2:7][C:8]1[CH:13]=[CH:12][N:11]([CH2:14][CH2:15][CH:16]([F:38])[CH2:17][N:18]2[CH:22]=[C:21]([C:23]([NH:24][CH2:25][C:26]3[CH:31]=[CH:30][CH:29]=[C:28]([O:32][C:33]([F:34])([F:35])[F:36])[CH:27]=3)=[O:37])[N:20]=[N:19]2)[C:10](=[O:39])[C:9]=1[F:40]. The yield is 0.840. (4) The reactants are [C:1]1([C:7](=[N+]=[N-])[C:8]([O:10][CH3:11])=[O:9])[CH:6]=[CH:5][CH:4]=[CH:3][CH:2]=1.C([N:21]1[CH2:26][CH2:25][CH2:24][CH2:23][CH2:22]1)(OC(C)(C)C)=O.FC(F)(F)C(O)=O. The catalyst is CC(C(C)C)C.CCCCCCCCCCCCC1C=CC(S(N2[C@H](C(O)=O)CCC2)(=O)=O)=CC=1.CCCCCCCCCCCCC1C=CC(S(N2[C@H](C(O)=O)CCC2)(=O)=O)=CC=1.CCCCCCCCCCCCC1C=CC(S(N2[C@H](C(O)=O)CCC2)(=O)=O)=CC=1.CCCCCCCCCCCCC1C=CC(S(N2[C@H](C(O)=O)CCC2)(=O)=O)=CC=1.[Rh].[Rh]. The product is [CH3:11][O:10][C:8]([C@@H:7]([C:1]1[CH:6]=[CH:5][CH:4]=[CH:3][CH:2]=1)[C@@H:22]1[NH:21][CH2:26][CH2:25][CH2:24][CH2:23]1)=[O:9]. The yield is 0.490. (5) The reactants are [CH2:1]([N:8]([CH2:28][C:29]1[CH:34]=[CH:33][CH:32]=[CH:31][CH:30]=1)[C@H:9]1[CH2:18][C:17]2[C:12](=[CH:13][CH:14]=[CH:15][C:16]=2B2OC(C)(C)C(C)(C)O2)[O:11][CH2:10]1)[C:2]1[CH:7]=[CH:6][CH:5]=[CH:4][CH:3]=1.Br[C:36]1[CH:41]=[CH:40][N:39]=[N:38][CH:37]=1. No catalyst specified. The yield is 0.620. The product is [CH2:1]([N:8]([CH2:28][C:29]1[CH:30]=[CH:31][CH:32]=[CH:33][CH:34]=1)[C@H:9]1[CH2:18][C:17]2[C:12](=[CH:13][CH:14]=[CH:15][C:16]=2[C:36]2[CH:41]=[CH:40][N:39]=[N:38][CH:37]=2)[O:11][CH2:10]1)[C:2]1[CH:3]=[CH:4][CH:5]=[CH:6][CH:7]=1. (6) The reactants are C[O:2][C:3](=[O:13])[C@:4]([CH2:8][O:9][CH:10]([F:12])[F:11])([CH3:7])[CH:5]=[CH2:6].O.[OH-].[Li+].Cl. The catalyst is O1CCCC1.O. The product is [F:11][CH:10]([F:12])[O:9][CH2:8][C@@:4]([CH3:7])([CH:5]=[CH2:6])[C:3]([OH:13])=[O:2]. The yield is 0.920. (7) The reactants are [Cl:1][C:2]1[CH:3]=[CH:4][C:5]([O:25][CH3:26])=[C:6]([C:8]2[N:13]=[C:12]([NH2:14])[N:11]=[C:10]([NH:15][C:16]3[CH:21]=[CH:20][C:19]([N+:22]([O-])=O)=[CH:18][CH:17]=3)[CH:9]=2)[CH:7]=1.[Sn](Cl)Cl.Cl. The catalyst is CO. The product is [NH2:22][C:19]1[CH:20]=[CH:21][C:16]([NH:15][C:10]2[CH:9]=[C:8]([C:6]3[CH:7]=[C:2]([Cl:1])[CH:3]=[CH:4][C:5]=3[O:25][CH3:26])[N:13]=[C:12]([NH2:14])[N:11]=2)=[CH:17][CH:18]=1. The yield is 0.640.